From a dataset of TCR-epitope binding with 47,182 pairs between 192 epitopes and 23,139 TCRs. Binary Classification. Given a T-cell receptor sequence (or CDR3 region) and an epitope sequence, predict whether binding occurs between them. The epitope is LEPLVDLPI. The TCR CDR3 sequence is CASSPDRIFQETQYF. Result: 1 (the TCR binds to the epitope).